Dataset: Forward reaction prediction with 1.9M reactions from USPTO patents (1976-2016). Task: Predict the product of the given reaction. (1) Given the reactants FC(F)(F)C(O)=O.[C:8]([C:11]1[C:19]2[C:14](=[CH:15][N:16]=[CH:17][CH:18]=2)[N:13]([CH2:20][C:21]([OH:23])=O)[N:12]=1)(=[O:10])[NH2:9].FC(F)(F)C(O)=O.[Cl:31][C:32]1[C:33]([F:48])=[C:34]([CH:45]=[CH:46][CH:47]=1)[CH2:35][NH:36][C:37]([C@@H:39]1[CH2:44][C@@H:43]2[C@@H:41]([CH2:42]2)[NH:40]1)=[O:38].CN(C(ON1N=NC2C=CC=CC1=2)=[N+](C)C)C.F[P-](F)(F)(F)(F)F.CCN(C(C)C)C(C)C, predict the reaction product. The product is: [Cl:31][C:32]1[C:33]([F:48])=[C:34]([CH:45]=[CH:46][CH:47]=1)[CH2:35][NH:36][C:37]([C@@H:39]1[CH2:44][C@@H:43]2[C@@H:41]([CH2:42]2)[N:40]1[C:21](=[O:23])[CH2:20][N:13]1[C:14]2=[CH:15][N:16]=[CH:17][CH:18]=[C:19]2[C:11]([C:8]([NH2:9])=[O:10])=[N:12]1)=[O:38]. (2) The product is: [CH:28]12[N:35]([S:36]([CH2:39][C:40]3[C:45]([C:46]([O:48][CH3:49])=[O:47])=[C:44]([O:50][CH3:51])[C:43]([C:23]4[CH:27]=[CH:26][O:25][CH:24]=4)=[CH:42][CH:41]=3)(=[O:38])=[O:37])[CH:32]([CH2:33][CH2:34]1)[CH2:31][CH2:30][CH2:29]2. Given the reactants C1(S(CC2C(C(OCC)=O)=C(O)C([C:23]3[CH:27]=[CH:26][O:25][CH:24]=3)=CC=2)(=O)=O)C=CC=CC=1.[CH:28]12[N:35]([S:36]([CH2:39][C:40]3[C:45]([C:46]([O:48][CH3:49])=[O:47])=[C:44]([O:50][CH3:51])[C:43](Br)=[CH:42][CH:41]=3)(=[O:38])=[O:37])[CH:32]([CH2:33][CH2:34]1)[CH2:31][CH2:30][CH2:29]2, predict the reaction product. (3) Given the reactants [CH3:1][O:2][C:3]1[C:8]([C:9]2[N:13]=[C:12]([C:14](OCC)=[O:15])[N:11]([CH3:19])[N:10]=2)=[C:7]([O:20][CH3:21])[N:6]=[CH:5][N:4]=1.[H-].[H-].[H-].[H-].[Li+].[Al+3].[O-]S([O-])(=O)=O.[Na+].[Na+].[OH-].[Na+], predict the reaction product. The product is: [CH3:21][O:20][C:7]1[C:8]([C:9]2[N:13]=[C:12]([CH2:14][OH:15])[N:11]([CH3:19])[N:10]=2)=[C:3]([O:2][CH3:1])[N:4]=[CH:5][N:6]=1. (4) Given the reactants [CH:1]([C@H:14]1[CH2:20][C@H:19]2[C@H:17]([O:18]2)[CH2:16][O:15]1)([C:8]1[CH:13]=[CH:12][CH:11]=[CH:10][CH:9]=1)[C:2]1[CH:7]=[CH:6][CH:5]=[CH:4][CH:3]=1.[H-].[H-].[H-].[H-].[Li+].[Al+3], predict the reaction product. The product is: [CH:1]([C@@H:14]1[O:15][CH2:16][C@@H:17]([OH:18])[CH2:19][CH2:20]1)([C:8]1[CH:13]=[CH:12][CH:11]=[CH:10][CH:9]=1)[C:2]1[CH:3]=[CH:4][CH:5]=[CH:6][CH:7]=1. (5) Given the reactants [NH2:1][CH2:2][C:3]([CH3:7])([CH3:6])[CH2:4][OH:5].[C:8](O[C:8]([O:10][C:11]([CH3:14])([CH3:13])[CH3:12])=[O:9])([O:10][C:11]([CH3:14])([CH3:13])[CH3:12])=[O:9].[NH4+].[Cl-], predict the reaction product. The product is: [OH:5][CH2:4][C:3]([CH3:7])([CH3:6])[CH2:2][NH:1][C:8](=[O:9])[O:10][C:11]([CH3:14])([CH3:13])[CH3:12]. (6) Given the reactants [C:1]([C:3]1[C:4]([F:35])=[CH:5][C:6]([F:34])=[C:7]([NH:9][C:10]2[N:15]=[C:14]([N:16]([CH:26]3[CH2:28][CH2:27]3)[CH2:17][C:18]3[CH:23]=[CH:22][C:21]([O:24][CH3:25])=[CH:20][CH:19]=3)[C:13]3=[N:29][CH:30]=[C:31]([C:32]#[N:33])[N:12]3[N:11]=2)[CH:8]=1)#[N:2].[CH3:36][C:37]([O:40][C:41](O[C:41]([O:40][C:37]([CH3:39])([CH3:38])[CH3:36])=[O:42])=[O:42])([CH3:39])[CH3:38], predict the reaction product. The product is: [C:37]([O:40][C:41](=[O:42])[N:9]([C:7]1[CH:8]=[C:3]([C:1]#[N:2])[C:4]([F:35])=[CH:5][C:6]=1[F:34])[C:10]1[N:15]=[C:14]([N:16]([CH:26]2[CH2:27][CH2:28]2)[CH2:17][C:18]2[CH:19]=[CH:20][C:21]([O:24][CH3:25])=[CH:22][CH:23]=2)[C:13]2=[N:29][CH:30]=[C:31]([C:32]#[N:33])[N:12]2[N:11]=1)([CH3:39])([CH3:38])[CH3:36]. (7) Given the reactants [O+:1]1([O-])[CH:5]=[CH:4][NH:3]S1.C1C2[CH:12]([C:14]3[O:18]N=C(N)N=3)CN(C2)C1.S1(=O)(=[O:25])C=CN=C1.S1C=NN=N1.S1(=O)[CH:36]=[N:35][CH2:34]S1, predict the reaction product. The product is: [O:1]=[C:5]([CH2:12][C@@H:14]1[O:18][CH2:36][NH:35][CH2:34]1)[C:4]([NH2:3])=[O:25]. (8) The product is: [CH3:1][S:2][C:3]1[CH:4]=[C:5]([C:9](=[N:16][O:17][CH2:18][C:19]2[N:20]=[C:21]([NH:24][CH2:33][CH2:32][CH2:31][C:25]3[CH:30]=[CH:29][CH:28]=[CH:27][CH:26]=3)[S:22][CH:23]=2)[C:10]2[N:14]([CH3:15])[N:13]=[N:12][N:11]=2)[CH:6]=[CH:7][CH:8]=1. Given the reactants [CH3:1][S:2][C:3]1[CH:4]=[C:5]([C:9](=[N:16][O:17][CH2:18][C:19]2[N:20]=[C:21]([NH2:24])[S:22][CH:23]=2)[C:10]2[N:14]([CH3:15])[N:13]=[N:12][N:11]=2)[CH:6]=[CH:7][CH:8]=1.[C:25]1([CH2:31][CH2:32][CH:33]=O)[CH:30]=[CH:29][CH:28]=[CH:27][CH:26]=1.C(O)(=O)C.C(O[BH-](OC(=O)C)OC(=O)C)(=O)C.[Na+], predict the reaction product. (9) The product is: [Cl:1][C:2]1[CH:3]=[CH:4][C:5]([CH:8]2[CH2:13][C:12](=[O:14])[N:11]([CH3:15])[C:10]([CH3:16])=[C:9]2[C:17]([NH:20][C:21]2[CH:22]=[C:23]3[C:27](=[CH:28][C:29]=2[F:30])[NH:26][N:25]=[CH:24]3)=[O:19])=[CH:6][CH:7]=1. Given the reactants [Cl:1][C:2]1[CH:7]=[CH:6][C:5]([CH:8]2[CH2:13][C:12](=[O:14])[N:11]([CH3:15])[C:10]([CH3:16])=[C:9]2[C:17]([OH:19])=O)=[CH:4][CH:3]=1.[NH2:20][C:21]1[CH:22]=[C:23]2[C:27](=[CH:28][C:29]=1[F:30])[NH:26][N:25]=[CH:24]2, predict the reaction product. (10) The product is: [CH3:36][C:27]([C:28]([O:30][C:31]([CH3:34])([CH3:33])[CH3:32])=[O:29])([CH3:35])[NH:26][C:21](=[O:23])[CH2:20][C@H:17]1[CH2:18][CH2:19][C@H:14]([C:11]2[CH:10]=[CH:9][C:8]([C:5]3[NH:6][N:7]=[C:3]([C:2]([F:25])([F:1])[F:24])[CH:4]=3)=[CH:13][CH:12]=2)[CH2:15][CH2:16]1. Given the reactants [F:1][C:2]([F:25])([F:24])[C:3]1[NH:7][N:6]=[C:5]([C:8]2[CH:13]=[CH:12][C:11]([C@H:14]3[CH2:19][CH2:18][C@H:17]([CH2:20][C:21]([OH:23])=O)[CH2:16][CH2:15]3)=[CH:10][CH:9]=2)[CH:4]=1.[NH2:26][C:27]([CH3:36])([CH3:35])[C:28]([O:30][C:31]([CH3:34])([CH3:33])[CH3:32])=[O:29].F[P-](F)(F)(F)(F)F.N1(OC(N(C)C)=[N+](C)C)C2N=CC=CC=2N=N1.C(N(C(C)C)CC)(C)C, predict the reaction product.